This data is from Peptide-MHC class I binding affinity with 185,985 pairs from IEDB/IMGT. The task is: Regression. Given a peptide amino acid sequence and an MHC pseudo amino acid sequence, predict their binding affinity value. This is MHC class I binding data. (1) The peptide sequence is EMADYIFFV. The MHC is HLA-A03:01 with pseudo-sequence HLA-A03:01. The binding affinity (normalized) is 0.142. (2) The peptide sequence is VFRKRNLTI. The MHC is HLA-B07:02 with pseudo-sequence HLA-B07:02. The binding affinity (normalized) is 0.224.